Dataset: Catalyst prediction with 721,799 reactions and 888 catalyst types from USPTO. Task: Predict which catalyst facilitates the given reaction. (1) Reactant: [C:1]([O:5][C:6]([N:8]1[CH2:11][CH2:10][C@H:9]1[C:12]([OH:14])=O)=[O:7])([CH3:4])([CH3:3])[CH3:2].C(N(CC)CC)C.C(Cl)(=O)OCC.[NH2:28][C:29]1[CH:34]=[CH:33][CH:32]=[CH:31][CH:30]=1. Product: [C:1]([O:5][C:6]([N:8]1[CH2:11][CH2:10][C@H:9]1[C:12]([NH:28][C:29]1[CH:34]=[CH:33][CH:32]=[CH:31][CH:30]=1)=[O:14])=[O:7])([CH3:2])([CH3:3])[CH3:4]. The catalyst class is: 7. (2) Product: [Cl:5][C:6]1[CH:11]=[CH:10][CH:9]=[CH:8][C:7]=1[C:12]1[CH:20]=[CH:19][CH:18]=[C:17]2[C:13]=1[CH2:14][CH2:15][NH:16]2. The catalyst class is: 574. Reactant: C([BH3-])#N.[Na+].[Cl:5][C:6]1[CH:11]=[CH:10][CH:9]=[CH:8][C:7]=1[C:12]1[CH:20]=[CH:19][CH:18]=[C:17]2[C:13]=1[CH:14]=[CH:15][NH:16]2.[OH-].[Na+]. (3) Reactant: [CH3:1][O:2][C:3]1[N:8]=[C:7]([CH:9]=[N:10]O)[CH:6]=[CH:5][N:4]=1.C(N(CC)CC)C. Product: [CH3:1][O:2][C:3]1[N:8]=[C:7]([CH2:9][NH2:10])[CH:6]=[CH:5][N:4]=1. The catalyst class is: 5.